This data is from Full USPTO retrosynthesis dataset with 1.9M reactions from patents (1976-2016). The task is: Predict the reactants needed to synthesize the given product. (1) The reactants are: [CH3:1][C:2]1[CH:10]=[C:6]([C:7]([OH:9])=O)[C:5]([OH:11])=[CH:4][CH:3]=1.[CH3:12][O:13][C:14]1[CH:15]=[C:16]2[C:21](=[CH:22][C:23]=1[O:24][CH3:25])[CH2:20][N:19]([CH2:26][CH2:27][CH2:28][CH2:29][NH2:30])[CH2:18][CH2:17]2.C1(N=C=NC2CCCCC2)CCCCC1.O.ON1C2C=CC=CC=2N=N1. Given the product [CH3:12][O:13][C:14]1[CH:15]=[C:16]2[C:21](=[CH:22][C:23]=1[O:24][CH3:25])[CH2:20][N:19]([CH2:26][CH2:27][CH2:28][CH2:29][NH:30][C:7](=[O:9])[C:6]1[CH:10]=[C:2]([CH3:1])[CH:3]=[CH:4][C:5]=1[OH:11])[CH2:18][CH2:17]2, predict the reactants needed to synthesize it. (2) Given the product [NH2:1][C:2]1[CH:10]=[CH:9][C:5]([C:6]([O:8][CH2:11][CH3:12])=[O:7])=[CH:4][N:3]=1, predict the reactants needed to synthesize it. The reactants are: [NH2:1][C:2]1[CH:10]=[CH:9][C:5]([C:6]([OH:8])=[O:7])=[CH:4][N:3]=1.[CH2:11](O)[CH3:12].